Dataset: Full USPTO retrosynthesis dataset with 1.9M reactions from patents (1976-2016). Task: Predict the reactants needed to synthesize the given product. (1) Given the product [Cl:1][C:2]1[CH:7]=[CH:6][C:5]([CH2:8][N:9]2[C:13]3[CH:14]([CH2:18][C:19]([OH:27])=[O:24])[CH2:15][CH2:16][CH2:17][C:12]=3[N:11]=[C:10]2[CH:21]([CH3:23])[CH3:22])=[CH:4][CH:3]=1, predict the reactants needed to synthesize it. The reactants are: [Cl:1][C:2]1[CH:7]=[CH:6][C:5]([CH2:8][N:9]2[C:13]3[CH:14]([CH2:18][C:19]#N)[CH2:15][CH2:16][CH2:17][C:12]=3[N:11]=[C:10]2[CH:21]([CH3:23])[CH3:22])=[CH:4][CH:3]=1.[OH-:24].[K+].C[OH:27]. (2) Given the product [CH3:10][O:11][C:12]1[CH:13]=[CH:14][C:15]([C:18]([NH:19][C:20]2([C:21]([NH:1][C@H:2]([C:7]([OH:9])=[O:8])[CH2:3][CH2:4][S:5][CH3:6])=[O:23])[CH2:24][CH2:25][CH2:26][CH2:27][CH2:28]2)=[O:22])=[CH:16][CH:17]=1, predict the reactants needed to synthesize it. The reactants are: [NH2:1][C@H:2]([C:7]([OH:9])=[O:8])[CH2:3][CH2:4][S:5][CH3:6].[CH3:10][O:11][C:12]1[CH:17]=[CH:16][C:15]([C:18]2[O:22][C:21](=[O:23])[C:20]3([CH2:28][CH2:27][CH2:26][CH2:25][CH2:24]3)[N:19]=2)=[CH:14][CH:13]=1. (3) Given the product [NH2:1][C:2]1[N:3]=[CH:4][C:5]2[C:10]([C:11]([C:13]3[CH:14]=[CH:15][C:16]([C:33]#[N:34])=[C:17]([NH:19][C:20](=[O:32])[CH2:21][C:22]4[CH:23]=[CH:24][C:25]([C:28]([F:30])([F:31])[F:29])=[CH:26][CH:27]=4)[CH:18]=3)=[O:12])=[CH:9][N:8]([C:35]([CH3:46])([CH3:45])[CH2:36][OH:37])[C:6]=2[N:7]=1, predict the reactants needed to synthesize it. The reactants are: [NH2:1][C:2]1[N:3]=[CH:4][C:5]2[C:10]([C:11]([C:13]3[CH:14]=[CH:15][C:16]([C:33]#[N:34])=[C:17]([NH:19][C:20](=[O:32])[CH2:21][C:22]4[CH:27]=[CH:26][C:25]([C:28]([F:31])([F:30])[F:29])=[CH:24][CH:23]=4)[CH:18]=3)=[O:12])=[CH:9][N:8]([C:35]([CH3:46])([CH3:45])[CH2:36][O:37][Si](C(C)(C)C)(C)C)[C:6]=2[N:7]=1.CCCC[N+](CCCC)(CCCC)CCCC.[F-].